Dataset: Catalyst prediction with 721,799 reactions and 888 catalyst types from USPTO. Task: Predict which catalyst facilitates the given reaction. Reactant: [NH2:1][C:2]1[S:3][C:4]([CH2:11][CH3:12])=[CH:5][C:6]=1[C:7]([O:9]C)=O.[N:13]([CH2:16][C:17]1[CH:22]=[CH:21][CH:20]=[CH:19][CH:18]=1)=[C:14]=[O:15].[H-].[Na+].Cl. Product: [CH2:16]([N:13]1[C:7](=[O:9])[C:6]2[CH:5]=[C:4]([CH2:11][CH3:12])[S:3][C:2]=2[NH:1][C:14]1=[O:15])[C:17]1[CH:22]=[CH:21][CH:20]=[CH:19][CH:18]=1. The catalyst class is: 132.